Dataset: Reaction yield outcomes from USPTO patents with 853,638 reactions. Task: Predict the reaction yield, written as a fraction of the theoretical maximum amount of product (1.0 means a 100% yield; for example, 0.34 means a 34% yield). (1) The reactants are [O:1]1[CH:5]=[CH:4][CH:3]=[C:2]1B(O)O.Cl[C:10]1[N:15]=[C:14]([NH:16][C:17]2[CH:21]=[C:20]([CH:22]3[CH2:24][CH2:23]3)[NH:19][N:18]=2)[C:13]([Cl:25])=[CH:12][N:11]=1.C([O-])([O-])=O.[Na+].[Na+]. The catalyst is O1CCOCC1. The product is [Cl:25][C:13]1[C:14]([NH:16][C:17]2[CH:21]=[C:20]([CH:22]3[CH2:24][CH2:23]3)[NH:19][N:18]=2)=[N:15][C:10]([C:2]2[O:1][CH:5]=[CH:4][CH:3]=2)=[N:11][CH:12]=1. The yield is 0.0900. (2) The reactants are C[O:2][C:3]([C:5]1[C:6]([S:19][CH2:20][C:21]2[CH:26]=[CH:25][CH:24]=[CH:23][CH:22]=2)=[N:7][C:8]2[CH2:9][CH2:10][CH:11]([C:15]([CH3:18])([CH3:17])[CH3:16])[CH2:12][C:13]=2[CH:14]=1)=O.C([BH-](CC)CC)C.[Li+].O.[NH4+].[Cl-]. The catalyst is C1COCC1. The product is [CH2:20]([S:19][C:6]1[C:5]([CH2:3][OH:2])=[CH:14][C:13]2[CH2:12][CH:11]([C:15]([CH3:18])([CH3:17])[CH3:16])[CH2:10][CH2:9][C:8]=2[N:7]=1)[C:21]1[CH:22]=[CH:23][CH:24]=[CH:25][CH:26]=1. The yield is 1.09.